From a dataset of Catalyst prediction with 721,799 reactions and 888 catalyst types from USPTO. Predict which catalyst facilitates the given reaction. (1) Reactant: C[O:2][C:3]([CH:5]1[CH2:13][C:12]2[C:7](=[CH:8][CH:9]=[C:10]([O:14][CH3:15])[CH:11]=2)[NH:6]1)=O.[NH3:16]. Product: [CH3:15][O:14][C:10]1[CH:11]=[C:12]2[C:7](=[CH:8][CH:9]=1)[NH:6][CH:5]([C:3]([NH2:16])=[O:2])[CH2:13]2. The catalyst class is: 5. (2) Reactant: [CH2:1]([O:3][C:4](=[O:29])[CH2:5][CH2:6][C:7]1[CH:12]=[CH:11][C:10]([CH2:13][OH:14])=[CH:9][C:8]=1[C:15](=[O:28])[NH:16][CH2:17][C:18]1[C:27]2[C:22](=[CH:23][CH:24]=[CH:25][CH:26]=2)[CH:21]=[CH:20][CH:19]=1)[CH3:2].[CH3:30][C:31]1[CH:36]=[CH:35][CH:34]=[CH:33][C:32]=1O.C1(P(C2C=CC=CC=2)C2C=CC=CC=2)C=CC=CC=1.N(C(OCC)=O)=NC(OCC)=O. Product: [CH2:1]([O:3][C:4](=[O:29])[CH2:5][CH2:6][C:7]1[CH:12]=[CH:11][C:10]([CH2:13][O:14][C:32]2[CH:33]=[CH:34][CH:35]=[CH:36][C:31]=2[CH3:30])=[CH:9][C:8]=1[C:15](=[O:28])[NH:16][CH2:17][C:18]1[C:27]2[C:22](=[CH:23][CH:24]=[CH:25][CH:26]=2)[CH:21]=[CH:20][CH:19]=1)[CH3:2]. The catalyst class is: 7. (3) Reactant: [Cl:1][C:2]1[CH:3]=[C:4]([C:9]2[C:10](=[O:27])[N:11]3[C:15]([CH2:18][C:19]4[CH:26]=[CH:25][C:22]([C:23]#[N:24])=[CH:21][CH:20]=4)([C:16]=2[OH:17])[CH2:14][CH2:13][CH2:12]3)[CH:5]=[C:6]([Cl:8])[CH:7]=1.P(OC)(OC)(O[CH3:31])=O.C([O-])([O-])=O.[K+].[K+]. Product: [Cl:8][C:6]1[CH:5]=[C:4]([C:9]2[C:10](=[O:27])[N:11]3[C:15]([CH2:18][C:19]4[CH:26]=[CH:25][C:22]([C:23]#[N:24])=[CH:21][CH:20]=4)([C:16]=2[O:17][CH3:31])[CH2:14][CH2:13][CH2:12]3)[CH:3]=[C:2]([Cl:1])[CH:7]=1. The catalyst class is: 6. (4) Reactant: O.[F-:2].[CH2:3]([N+:7]([CH2:16][CH2:17][CH2:18][CH3:19])([CH2:12][CH2:13][CH2:14][CH3:15])[CH2:8][CH2:9][CH2:10][CH3:11])[CH2:4][CH2:5][CH3:6].C(O)C. Product: [F-:2].[CH2:16]([N+:7]([CH2:3][CH2:4][CH2:5][CH3:6])([CH2:8][CH2:9][CH2:10][CH3:11])[CH2:12][CH2:13][CH2:14][CH3:15])[CH2:17][CH2:18][CH3:19]. The catalyst class is: 11. (5) Reactant: F[C:2]1[CH:3]=[C:4]2[C:13](=[CH:14][CH:15]=1)[C:12](=[O:16])[C:11]1[C:10]([OH:17])=[CH:9][C:8]([N:18]3[CH2:23][CH2:22][O:21][CH2:20][CH2:19]3)=[CH:7][C:6]=1[O:5]2.[N:24]1[CH:29]=[CH:28][CH:27]=[CH:26][C:25]=1[CH2:30][OH:31].C[Si]([N-][Si](C)(C)C)(C)C.[K+]. Product: [OH:17][C:10]1[C:11]2[C:12](=[O:16])[C:13]3[C:4](=[CH:3][C:2]([O:31][CH2:30][C:25]4[CH:26]=[CH:27][CH:28]=[CH:29][N:24]=4)=[CH:15][CH:14]=3)[O:5][C:6]=2[CH:7]=[C:8]([N:18]2[CH2:23][CH2:22][O:21][CH2:20][CH2:19]2)[CH:9]=1. The catalyst class is: 16. (6) Product: [C:1]([O-:13])(=[O:12])[CH2:2][C:3]([CH2:8][C:9]([O-:11])=[O:10])([C:5]([O-:7])=[O:6])[OH:4].[C:1]([OH:13])(=[O:12])[CH2:2][C:3]([CH2:8][C:9]([OH:11])=[O:10])([C:5]([OH:7])=[O:6])[OH:4]. Reactant: [C:1]([OH:13])(=[O:12])[CH2:2][C:3]([CH2:8][C:9]([OH:11])=[O:10])([C:5]([OH:7])=[O:6])[OH:4]. The catalyst class is: 6.